Dataset: Reaction yield outcomes from USPTO patents with 853,638 reactions. Task: Predict the reaction yield, written as a fraction of the theoretical maximum amount of product (1.0 means a 100% yield; for example, 0.34 means a 34% yield). The product is [CH3:1][O:2][C:3]1[CH:4]=[C:5]2[C:10](=[CH:11][C:12]=1[O:13][CH3:14])[N:9]=[CH:8][CH:7]=[C:6]2[O:15][C:16]1[CH:22]=[CH:21][C:19]([NH:20][C:38](=[O:40])[O:56][CH:54]([C:53]2[CH:57]=[CH:58][CH:59]=[C:51]([C:50]([F:60])([F:61])[F:49])[CH:52]=2)[CH3:55])=[CH:18][CH:17]=1. The catalyst is C(Cl)Cl. The yield is 0.590. The reactants are [CH3:1][O:2][C:3]1[CH:4]=[C:5]2[C:10](=[CH:11][C:12]=1[O:13][CH3:14])[N:9]=[CH:8][CH:7]=[C:6]2[O:15][C:16]1[CH:22]=[CH:21][C:19]([NH2:20])=[CH:18][CH:17]=1.C1(C)C=CC=CC=1.C(N(CC)CC)C.Cl[C:38](Cl)([O:40]C(=O)OC(Cl)(Cl)Cl)Cl.[F:49][C:50]([F:61])([F:60])[C:51]1[CH:52]=[C:53]([CH:57]=[CH:58][CH:59]=1)[CH:54]([OH:56])[CH3:55].